Dataset: Forward reaction prediction with 1.9M reactions from USPTO patents (1976-2016). Task: Predict the product of the given reaction. (1) The product is: [CH2:24]([NH:23][CH:20]1[CH2:21][CH2:22][CH:17]([CH2:16][NH:15][C:2]2[S:3][C:4]3[CH2:10][CH2:9][O:8][C:7]4[CH:11]=[CH:12][CH:13]=[CH:14][C:6]=4[C:5]=3[N:1]=2)[CH2:18][CH2:19]1)[CH3:25]. Given the reactants [N:1]1[C:5]2[C:6]3[CH:14]=[CH:13][CH:12]=[CH:11][C:7]=3[O:8][CH2:9][CH2:10][C:4]=2[S:3][C:2]=1[NH:15][CH2:16][CH:17]1[CH2:22][CH2:21][CH:20]([NH:23][C:24](=O)[CH3:25])[CH2:19][CH2:18]1.Cl.[OH-].[Na+], predict the reaction product. (2) Given the reactants [CH:1]([N:4]1[C:8]([C:9]2[N:10]=[C:11]3[C:17]4[CH:18]=[CH:19][C:20]([C:22]5[N:26]([CH2:27][CH2:28][O:29]C6CCCCO6)[C:25]([CH3:36])=[N:24][CH:23]=5)=[CH:21][C:16]=4[O:15][CH2:14][CH2:13][N:12]3[CH:37]=2)=[N:7][CH:6]=[N:5]1)([CH3:3])[CH3:2].[CH:38]([N:41]1[C:45]([C:46]2[N:47]=[C:48]3[C:54]4[CH:55]=[CH:56][C:57]([C:59]5[N:60]=[C:61]([CH3:73])[N:62]([CH2:64][CH2:65][O:66]C6CCCCO6)[CH:63]=5)=[CH:58][C:53]=4[O:52][CH2:51][CH2:50][N:49]3[CH:74]=2)=[N:44][CH:43]=[N:42]1)([CH3:40])[CH3:39].Cl, predict the reaction product. The product is: [CH:38]([N:41]1[C:45]([C:46]2[N:47]=[C:48]3[C:54]4[CH:55]=[CH:56][C:57]([C:59]5[N:60]=[C:61]([CH3:73])[N:62]([CH2:64][CH2:65][OH:66])[CH:63]=5)=[CH:58][C:53]=4[O:52][CH2:51][CH2:50][N:49]3[CH:74]=2)=[N:44][CH:43]=[N:42]1)([CH3:40])[CH3:39].[CH:1]([N:4]1[C:8]([C:9]2[N:10]=[C:11]3[C:17]4[CH:18]=[CH:19][C:20]([C:22]5[N:26]([CH2:27][CH2:28][OH:29])[C:25]([CH3:36])=[N:24][CH:23]=5)=[CH:21][C:16]=4[O:15][CH2:14][CH2:13][N:12]3[CH:37]=2)=[N:7][CH:6]=[N:5]1)([CH3:3])[CH3:2]. (3) Given the reactants [C:1]([O:5][C:6]([N:8]([CH2:28][O:29][CH2:30][CH2:31][Si:32]([CH3:35])([CH3:34])[CH3:33])[C:9]1[S:10][C@:11]2([C:25]([OH:27])=O)[C@H:13]([C@:14]([C:17]3[CH:22]=[CH:21][CH:20]=[C:19]([F:23])[C:18]=3[F:24])([CH3:16])[N:15]=1)[CH2:12]2)=[O:7])([CH3:4])([CH3:3])[CH3:2].C1N=CN(C(N2C=NC=C2)=O)C=1.[NH:48]1[CH2:52][CH2:51][CH2:50][CH2:49]1, predict the reaction product. The product is: [C:1]([O:5][C:6](=[O:7])[N:8]([C:9]1[S:10][C@:11]2([C:25]([N:48]3[CH2:52][CH2:51][CH2:50][CH2:49]3)=[O:27])[C@H:13]([C@:14]([C:17]3[CH:22]=[CH:21][CH:20]=[C:19]([F:23])[C:18]=3[F:24])([CH3:16])[N:15]=1)[CH2:12]2)[CH2:28][O:29][CH2:30][CH2:31][Si:32]([CH3:34])([CH3:33])[CH3:35])([CH3:3])([CH3:4])[CH3:2]. (4) Given the reactants [C:1]([O:5][C@@H:6]([C:12]1[C:13]([CH3:27])=[N:14][C:15]2[N:16]([N:19]=[C:20]([C:22]([O:24][CH2:25][CH3:26])=[O:23])[CH:21]=2)[C:17]=1I)[C:7]([O:9][CH2:10][CH3:11])=[O:8])([CH3:4])([CH3:3])[CH3:2].[CH3:28][C:29]1([CH3:38])[CH2:34][CH2:33][C:32](B(O)O)=[CH:31][CH2:30]1.C([O-])([O-])=O.[Na+].[Na+], predict the reaction product. The product is: [C:1]([O:5][C@@H:6]([C:12]1[C:13]([CH3:27])=[N:14][C:15]2[N:16]([N:19]=[C:20]([C:22]([O:24][CH2:25][CH3:26])=[O:23])[CH:21]=2)[C:17]=1[C:32]1[CH2:33][CH2:34][C:29]([CH3:38])([CH3:28])[CH2:30][CH:31]=1)[C:7]([O:9][CH2:10][CH3:11])=[O:8])([CH3:4])([CH3:3])[CH3:2].